Dataset: Catalyst prediction with 721,799 reactions and 888 catalyst types from USPTO. Task: Predict which catalyst facilitates the given reaction. Reactant: [Cl:1][C:2]1[CH:3]=[CH:4][C:5]([CH2:17][N:18]2[CH2:23][CH2:22][NH:21][CH2:20][CH2:19]2)=[C:6]([N:8]2[CH2:13][CH2:12][N:11]([C:14](=[O:16])[CH3:15])[CH2:10][CH2:9]2)[CH:7]=1.[C:24](=O)([O:33]N1C(=O)CCC1=O)[O:25][N:26]1[C:30](=[O:31])[CH2:29][CH2:28][C:27]1=[O:32].C(N(CC)CC)C. Product: [C:14]([N:11]1[CH2:12][CH2:13][N:8]([C:6]2[CH:7]=[C:2]([Cl:1])[CH:3]=[CH:4][C:5]=2[CH2:17][N:18]2[CH2:19][CH2:20][N:21]([C:24]([O:25][N:26]3[C:30](=[O:31])[CH2:29][CH2:28][C:27]3=[O:32])=[O:33])[CH2:22][CH2:23]2)[CH2:9][CH2:10]1)(=[O:16])[CH3:15]. The catalyst class is: 23.